From a dataset of Forward reaction prediction with 1.9M reactions from USPTO patents (1976-2016). Predict the product of the given reaction. Given the reactants [H-].[Na+].[C:3]([N:10]1[CH2:14][CH2:13][C@H:12]([OH:15])[CH2:11]1)([O:5][C:6]([CH3:9])([CH3:8])[CH3:7])=[O:4].F[C:17]1[CH:18]=[C:19]([N+:23]([O-:25])=[O:24])[CH:20]=[CH:21][CH:22]=1, predict the reaction product. The product is: [C:6]([O:5][C:3]([N:10]1[CH2:14][CH2:13][CH:12]([O:15][C:17]2[CH:22]=[CH:21][CH:20]=[C:19]([N+:23]([O-:25])=[O:24])[CH:18]=2)[CH2:11]1)=[O:4])([CH3:9])([CH3:8])[CH3:7].